Task: Binary Classification. Given a miRNA mature sequence and a target amino acid sequence, predict their likelihood of interaction.. Dataset: Experimentally validated miRNA-target interactions with 360,000+ pairs, plus equal number of negative samples (1) The miRNA is hsa-miR-379-5p with sequence UGGUAGACUAUGGAACGUAGG. The protein sequence of the target gene is MKVISLFILVGFIGEFQSFSSASSPVNCQWDFYAPWSECNGCTKTQTRRRSVAVYGQYGGQPCVGNAFETQSCEPTRGCPTEEGCGERFRCFSGQCISKSLVCNGDSDCDEDSADEDRCEDSERRPSCDIDKPPPNIELTGNGYNELTGQFRNRVINTKSFGGQCRKVFSGDGKDFYRLSGNVLSYTFQVKINNDFNYEFYNSTWSYVKHTSTEHTSSSRKRSFFRSSSSSSRSYTSHTNEIHKGKSYQLLVVENTVEVAQFINNNPEFLQLAEPFWKELSHLPSLYDYSAYRRLIDQYG.... Result: 0 (no interaction). (2) The miRNA is mmu-miR-1964-5p with sequence AGCUGGAGCACAAAAGCCGGUG. The protein sequence of the target gene is MSLLKMRRHAIHSSDSTSSSSSEDDCFERRTKRNRNRAINRCLPLNFRKDEIRGIYKDRMKIGASLADVDPMQLDTSVRFDSVGGLSSHIAALKEMVVFPLLYPEVFEKFKIQPPRGCLFYGPPGTGKTLVARALANECSRGDKRVAFFMRKGADCLSKWVGESERQLRLLFDQAYQMRPAIIFFDEIDGLAPVRSSRQDQIHSSIVSTLLALMDGLDSRGEIVVIGATNRLDSIDPALRRPGRFDREFLFSLPDKNARKEILKIHTRDWNPKPVDMFLEELAEHCVGYCGADIKSICAE.... Result: 1 (interaction). (3) The miRNA is hsa-miR-6835-3p with sequence AAAAGCACUUUUCUGUCUCCCAG. The protein sequence of the target gene is MVYKTLFALCILTAGWRVQSLPTSAPLSVSLPTNIVPPTTIWTSSPQNTDADTASPSNGTHNNSVLPVTASAPTSLLPKNISIESREEEITSPGSNWEGTNTDPSPSGFSSTSGGVHLTTTLEEHSSGTPEAGVAATLSQSAAEPPTLISPQAPASSPSSLSTSPPEVFSASVTTNHSSTVTSTQPTGAPTAPESPTEESSSDHTPTSHATAEPVPQEKTPPTTVSGKVMCELIDMETTTTFPRVIMQEVEHALSSGSIAAITVTVIAVVLLVFGVAAYLKIRHSSYGRLLDDHDYGSWG.... Result: 1 (interaction). (4) The miRNA is mmu-miR-296-5p with sequence AGGGCCCCCCCUCAAUCCUGU. The protein sequence of the target gene is MHKRKGPPGPPGRGAAAARQLGLLVDLSPDGLMIPEDGANDEELEAEFLALVGGQPPALEKLKGKGPLPMEAIEKMASLCMRDPDEDEEEGTDEDDLEADDDLLAELNEVLGEEQKASETPPPVAQPKPEAPHPGLETTLQERLALYQTAIESARQAGDSAKMRRYDRGLKTLENLLASIRKGNAIDEADIPPPVAIGKGPASTPTYSPAPTQPAPRIASAPEPRVTLEGPSATAPASSPGLAKPQMPPGPCSPGPLAQLQSRQRDYKLAALHAKQQGDTTAAARHFRVAKSFDAVLEAL.... Result: 0 (no interaction). (5) The miRNA is mmu-miR-343 with sequence UCUCCCUUCAUGUGCCCAGA. The protein sequence of the target gene is MAYPGHPGAGGGYYPGGYGGAPGGPAFPGQTQDPLYGYFAAVAGQDGQIDADELQRCLTQSGIAGGYKPFNLETCRLMVSMLDRDMSGTMGFNEFKELWAVLNGWRQHFISFDSDRSGTVDPQELQKALTTMGFRLSPQTVNSVAKRYSTSGKITFDDYIACCVKLRALTDSFRRRDSGQQGVVNFSYDDFIQCVMTV. Result: 1 (interaction). (6) The miRNA is hsa-miR-374a-5p with sequence UUAUAAUACAACCUGAUAAGUG. The protein sequence of the target gene is MWRLPGARAALRVIRTAVEKLSRAEAGSQTAAGAMERAVVRCVPSEPKLSLSFALADGSHKNMQRDQSEPLGRVLSRIATNALKGHAKAAAAKKSRKSRPNASGGAACSGPGPEPAVFCEPVVKLYYREEAVAEDVLNVDAWQDGAVLQIGDVKYKVERNPPAFTELQLPRYIMAGFPVCPKLSLEFGDPASSLFRWYKEAKPGAAEPEVGVPSSLSPSSPSSSWTETDVEERVYTPSNADIGLRLKLHCTPGDGQRFGHSRELESVCVVEAGPGTCTFDHRHLYTKKVTEDALIRTVSY.... Result: 1 (interaction).